Dataset: Reaction yield outcomes from USPTO patents with 853,638 reactions. Task: Predict the reaction yield, written as a fraction of the theoretical maximum amount of product (1.0 means a 100% yield; for example, 0.34 means a 34% yield). (1) The yield is 0.570. The product is [F:1][C:2]1[CH:7]=[CH:6][C:5]([CH2:8][CH:9]([C:13]2[CH:14]=[CH:15][C:16]([S:19]([CH3:22])(=[O:20])=[O:21])=[CH:17][CH:18]=2)[C:10]([NH:30][C:28]2[CH:27]=[N:26][CH:25]=[C:24]([Cl:23])[N:29]=2)=[O:11])=[CH:4][CH:3]=1. The catalyst is C(Cl)Cl.CN(C1C=CN=CC=1)C. The reactants are [F:1][C:2]1[CH:7]=[CH:6][C:5]([CH2:8][CH:9]([C:13]2[CH:18]=[CH:17][C:16]([S:19]([CH3:22])(=[O:21])=[O:20])=[CH:15][CH:14]=2)[C:10](O)=[O:11])=[CH:4][CH:3]=1.[Cl:23][C:24]1[N:29]=[C:28]([NH2:30])[CH:27]=[N:26][CH:25]=1.CCN=C=NCCCN(C)C.Cl. (2) The product is [Cl:1][C:2]1[CH:7]=[CH:6][C:5]([S:8]([N:11]([CH2:21][C:22]2[CH:23]=[CH:24][C:25]([C:26]([N:43]3[CH2:47][CH2:46][CH2:45][C@@H:44]3[CH2:48][OH:49])=[O:27])=[CH:29][CH:30]=2)[C@H:12]([C:15]2[CH:16]=[CH:17][CH:18]=[CH:19][CH:20]=2)[CH2:13][CH3:14])(=[O:9])=[O:10])=[CH:4][CH:3]=1. The catalyst is C(Cl)Cl. The yield is 0.610. The reactants are [Cl:1][C:2]1[CH:7]=[CH:6][C:5]([S:8]([N:11]([CH2:21][C:22]2[CH:30]=[CH:29][C:25]([C:26](O)=[O:27])=[CH:24][CH:23]=2)[C@H:12]([C:15]2[CH:20]=[CH:19][CH:18]=[CH:17][CH:16]=2)[CH2:13][CH3:14])(=[O:10])=[O:9])=[CH:4][CH:3]=1.C(N(CC)CC)C.CS(Cl)(=O)=O.[NH:43]1[CH2:47][CH2:46][CH2:45][C@H:44]1[CH2:48][OH:49]. (3) The product is [CH2:1]([C:13]1[CH:14]=[C:15]2[C:20](=[CH:21][CH:22]=1)[O:19][CH2:18][CH2:17][C@@H:16]2[NH2:23])[C:2]([CH3:5])([CH3:4])[CH3:3]. The yield is 0.570. The reactants are [CH2:1]([Zn])[C:2]([CH3:5])([CH3:4])[CH3:3].C1COCC1.I[C:13]1[CH:14]=[C:15]2[C:20](=[CH:21][CH:22]=1)[O:19][CH2:18][CH2:17][C@@H:16]2[NH:23]C(=O)OC(C)(C)C. The catalyst is C1C=CC(P(C2C=CC=CC=2)[C-]2C=CC=C2)=CC=1.C1C=CC(P(C2C=CC=CC=2)[C-]2C=CC=C2)=CC=1.Cl[Pd]Cl.[Fe+2]. (4) The reactants are [CH3:1][O:2][C:3]1[CH:4]=[C:5]([C:11]2[N:12]=[C:13]3[C:19](I)=[CH:18][N:17]([S:21]([C:24]4[CH:29]=[CH:28][C:27]([CH3:30])=[CH:26][CH:25]=4)(=[O:23])=[O:22])[C:14]3=[N:15][CH:16]=2)[CH:6]=[CH:7][C:8]=1[O:9][CH3:10].[C:31]([Cu])#[N:32]. The catalyst is O1CCOCC1.C1C=CC(/C=C/C(/C=C/C2C=CC=CC=2)=O)=CC=1.C1C=CC(/C=C/C(/C=C/C2C=CC=CC=2)=O)=CC=1.[Pd].C1(P(C2C=CC=CC=2)[C-]2C=CC=C2)C=CC=CC=1.[C-]1(P(C2C=CC=CC=2)C2C=CC=CC=2)C=CC=C1.[Fe+2].C1C=CC(/C=C/C(/C=C/C2C=CC=CC=2)=O)=CC=1.C1C=CC(/C=C/C(/C=C/C2C=CC=CC=2)=O)=CC=1.C1C=CC(/C=C/C(/C=C/C2C=CC=CC=2)=O)=CC=1.[Pd].[Pd]. The product is [CH3:1][O:2][C:3]1[CH:4]=[C:5]([C:11]2[N:12]=[C:13]3[C:19]([C:31]#[N:32])=[CH:18][N:17]([S:21]([C:24]4[CH:29]=[CH:28][C:27]([CH3:30])=[CH:26][CH:25]=4)(=[O:23])=[O:22])[C:14]3=[N:15][CH:16]=2)[CH:6]=[CH:7][C:8]=1[O:9][CH3:10]. The yield is 0.200. (5) The reactants are [Cl:1][C:2]1[C:11]([N:12]2[C:16](=[O:17])[N:15]([CH3:18])[N:14]=[N:13]2)=[C:10]([Cl:19])[CH:9]=[CH:8][C:3]=1[C:4]([O:6]C)=[O:5]. The catalyst is O1CCOCC1.[OH-].[Na+].O. The product is [Cl:1][C:2]1[C:11]([N:12]2[C:16](=[O:17])[N:15]([CH3:18])[N:14]=[N:13]2)=[C:10]([Cl:19])[CH:9]=[CH:8][C:3]=1[C:4]([OH:6])=[O:5]. The yield is 0.870. (6) The reactants are Br[C:2]1[CH:6]=[CH:5][N:4]([C:7]([O:9][C:10]([CH3:13])([CH3:12])[CH3:11])=[O:8])[C:3]=1[C:14]([O:16][CH3:17])=[O:15].C(=O)([O-])[O-].[K+].[K+].[C:24]1(B(O)O)[CH:29]=[CH:28][CH:27]=[CH:26][CH:25]=1. The catalyst is C1(C)C=CC=CC=1.O.[Br-].C([N+](CCCC)(CCCC)CCCC)CCC.C1C=CC([P]([Pd]([P](C2C=CC=CC=2)(C2C=CC=CC=2)C2C=CC=CC=2)([P](C2C=CC=CC=2)(C2C=CC=CC=2)C2C=CC=CC=2)[P](C2C=CC=CC=2)(C2C=CC=CC=2)C2C=CC=CC=2)(C2C=CC=CC=2)C2C=CC=CC=2)=CC=1. The product is [C:24]1([C:2]2[CH:6]=[CH:5][N:4]([C:7]([O:9][C:10]([CH3:13])([CH3:12])[CH3:11])=[O:8])[C:3]=2[C:14]([O:16][CH3:17])=[O:15])[CH:29]=[CH:28][CH:27]=[CH:26][CH:25]=1. The yield is 0.659. (7) The reactants are [F:1][C:2]1[CH:15]=[CH:14][CH:13]=[CH:12][C:3]=1[O:4][CH2:5][CH:6]1[CH2:11][CH2:10][NH:9][CH2:8][CH2:7]1.[C:16]([C:19]1[C:24]([O:25][CH3:26])=[N:23][CH:22]=[CH:21][N:20]=1)(=O)[CH3:17].[BH4-].[Na+].O. The catalyst is CO.CC(C)[O-].CC(C)[O-].CC(C)[O-].CC(C)[O-].[Ti+4].C(OCC)(=O)C. The product is [F:1][C:2]1[CH:15]=[CH:14][CH:13]=[CH:12][C:3]=1[O:4][CH2:5][CH:6]1[CH2:7][CH2:8][N:9]([CH:16]([C:19]2[C:24]([O:25][CH3:26])=[N:23][CH:22]=[CH:21][N:20]=2)[CH3:17])[CH2:10][CH2:11]1. The yield is 0.110. (8) The reactants are [C:1]([C:5]1[N:6]=[C:7]([NH:10][C:11]([C:13]2[CH:35]=[CH:34][N:16]3[C:17](=[O:33])[C:18](/C=C/C(O)=O)=[C:19]([N:21]4[CH2:26][CH2:25][CH2:24][C@@H:23]([OH:27])[CH2:22]4)[N:20]=[C:15]3[CH:14]=2)=[O:12])[S:8][CH:9]=1)([CH3:4])([CH3:3])[CH3:2].C(C1N=C(NC(C2C=CN3C(=O)CC(=O)N=C3C=2)=O)SC=1)(C)(C)C.O[C@@H]1CCCNC1. No catalyst specified. The product is [C:1]([C:5]1[N:6]=[C:7]([NH:10][C:11]([C:13]2[CH:35]=[CH:34][N:16]3[C:17](=[O:33])[CH:18]=[C:19]([N:21]4[CH2:26][CH2:25][CH2:24][C@@H:23]([OH:27])[CH2:22]4)[N:20]=[C:15]3[CH:14]=2)=[O:12])[S:8][CH:9]=1)([CH3:4])([CH3:2])[CH3:3]. The yield is 0.650.